Dataset: Full USPTO retrosynthesis dataset with 1.9M reactions from patents (1976-2016). Task: Predict the reactants needed to synthesize the given product. (1) Given the product [CH:19]1([CH2:18][O:3][CH2:4][C@H:5]([NH:9][C:10]([O:12][C:13]([CH3:16])([CH3:15])[CH3:14])=[O:11])[C:6]([OH:8])=[O:7])[CH2:24][CH2:23][CH2:22][CH2:21][CH2:20]1, predict the reactants needed to synthesize it. The reactants are: [H-].[Na+].[OH:3][CH2:4][C@H:5]([NH:9][C:10]([O:12][C:13]([CH3:16])([CH3:15])[CH3:14])=[O:11])[C:6]([OH:8])=[O:7].Br[CH2:18][CH:19]1[CH2:24][CH2:23][CH2:22][CH2:21][CH2:20]1. (2) Given the product [Cl:1][C:2]1[CH:7]=[CH:6][CH:5]=[CH:4][C:3]=1[S:8]([N:11]([C@H:13]1[C:21]2[C:16](=[CH:17][CH:18]=[C:19]([C:22]([OH:24])=[O:23])[CH:20]=2)[CH2:15][CH2:14]1)[CH3:12])(=[O:9])=[O:10], predict the reactants needed to synthesize it. The reactants are: [Cl:1][C:2]1[CH:7]=[CH:6][CH:5]=[CH:4][C:3]=1[S:8]([N:11]([C@H:13]1[C:21]2[C:16](=[CH:17][CH:18]=[C:19]([C:22]([O:24]C)=[O:23])[CH:20]=2)[CH2:15][CH2:14]1)[CH3:12])(=[O:10])=[O:9].O[Li].O. (3) Given the product [C:2]1([C:1](=[N:14][C:16]2[CH:17]=[C:18]([CH:25]=[CH:26][N:27]=2)[C:19]([N:21]([O:23][CH3:24])[CH3:22])=[O:20])[C:8]2[CH:9]=[CH:10][CH:11]=[CH:12][CH:13]=2)[CH:7]=[CH:6][CH:5]=[CH:4][CH:3]=1, predict the reactants needed to synthesize it. The reactants are: [C:1](=[NH:14])([C:8]1[CH:13]=[CH:12][CH:11]=[CH:10][CH:9]=1)[C:2]1[CH:7]=[CH:6][CH:5]=[CH:4][CH:3]=1.Br[C:16]1[CH:17]=[C:18]([CH:25]=[CH:26][N:27]=1)[C:19]([N:21]([O:23][CH3:24])[CH3:22])=[O:20].C(P(C(C)(C)C)C1C=CC=CC=1C1C(C(C)C)=CC(C(C)C)=CC=1C(C)C)(C)(C)C.CC(C)([O-])C.[Na+]. (4) Given the product [C:1]([O:5][C:6]([NH:8][C@@H:9]([C@H:11]([C:14]1[O:15][CH:16]=[C:17]([C:19]([O:21][CH3:22])=[O:20])[N:18]=1)[CH2:12][CH3:13])[CH3:10])=[O:7])([CH3:2])([CH3:3])[CH3:4], predict the reactants needed to synthesize it. The reactants are: [C:1]([O:5][C:6]([NH:8][C@@H:9]([C@H:11]([C:14]1[O:15][CH2:16][C@@H:17]([C:19]([O:21][CH3:22])=[O:20])[N:18]=1)[CH2:12][CH3:13])[CH3:10])=[O:7])([CH3:4])([CH3:3])[CH3:2].C1N2CN3CN(C2)CN1C3.C1CCN2C(=NCCC2)CC1. (5) Given the product [F:29][CH:20]([F:19])[C:21]1[CH:22]=[C:23]([NH:24][C:15](=[O:17])[CH2:14][C:9]2[NH:10][C:11](=[O:13])[CH:12]=[C:7]([N:1]3[CH2:2][CH2:3][O:4][CH2:5][CH2:6]3)[N:8]=2)[CH:25]=[CH:26][C:27]=1[F:28], predict the reactants needed to synthesize it. The reactants are: [N:1]1([C:7]2[N:8]=[C:9]([CH2:14][C:15]([O-:17])=O)[NH:10][C:11](=[O:13])[CH:12]=2)[CH2:6][CH2:5][O:4][CH2:3][CH2:2]1.[Na+].[F:19][CH:20]([F:29])[C:21]1[CH:22]=[C:23]([CH:25]=[CH:26][C:27]=1[F:28])[NH2:24].Cl.CN(C)CCCN=C=NCC. (6) Given the product [Cl-:19].[CH:1]1([CH2:7][O:8][C:9]2[CH:16]=[CH:15][CH:14]=[CH:13][C:10]=2[CH2:11][P+:33]([C:34]2[CH:35]=[CH:36][CH:37]=[CH:38][CH:39]=2)([C:40]2[CH:45]=[CH:44][CH:43]=[CH:42][CH:41]=2)[C:27]2[CH:28]=[CH:29][CH:30]=[CH:31][CH:32]=2)[CH2:6][CH2:5][CH2:4][CH2:3][CH2:2]1, predict the reactants needed to synthesize it. The reactants are: [CH:1]1([CH2:7][O:8][C:9]2[CH:16]=[CH:15][CH:14]=[CH:13][C:10]=2[CH2:11]O)[CH2:6][CH2:5][CH2:4][CH2:3][CH2:2]1.S(Cl)([Cl:19])=O.C(=O)([O-])[O-].[Na+].[Na+].[C:27]1([P:33]([C:40]2[CH:45]=[CH:44][CH:43]=[CH:42][CH:41]=2)[C:34]2[CH:39]=[CH:38][CH:37]=[CH:36][CH:35]=2)[CH:32]=[CH:31][CH:30]=[CH:29][CH:28]=1. (7) Given the product [CH:1]1([CH2:13][CH2:12][CH:11]2[C:10]3[C:1](=[CH:2][CH:3]=[CH:16][CH:17]=3)[CH:9]=[CH:8]2)[C:9]2[C:4](=[CH:5][CH:6]=[CH:7][CH:8]=2)[CH:3]=[CH:2]1, predict the reactants needed to synthesize it. The reactants are: [CH2:1]1[C:9]2[C:4](=[CH:5][CH:6]=[CH:7][CH:8]=2)[CH:3]=[CH:2]1.[CH2:10]([Li])[CH2:11][CH2:12][CH3:13].Br[CH:16](Br)[CH3:17].O.